Dataset: Forward reaction prediction with 1.9M reactions from USPTO patents (1976-2016). Task: Predict the product of the given reaction. (1) The product is: [CH:42]([N:1]([CH2:2][C:3]1[CH:4]=[C:5]2[C:9](=[C:10]([C:12]([F:15])([F:14])[F:13])[CH:11]=1)[C:8](=[O:16])[N:7]([CH2:17][C:18]1[CH:19]=[CH:20][C:21]([O:24][C:25]([F:28])([F:26])[F:27])=[CH:22][CH:23]=1)[CH2:6]2)[CH3:29])([CH3:44])[CH3:41]. Given the reactants [NH2:1][CH2:2][C:3]1[CH:4]=[C:5]2[C:9](=[C:10]([C:12]([F:15])([F:14])[F:13])[CH:11]=1)[C:8](=[O:16])[N:7]([CH2:17][C:18]1[CH:23]=[CH:22][C:21]([O:24][C:25]([F:28])([F:27])[F:26])=[CH:20][CH:19]=1)[CH2:6]2.[CH2:29]=O.[BH3-]C#N.[Na+].[O-]S([O-])(=O)=O.[Mg+2].[CH3:41][C:42]([CH3:44])=O, predict the reaction product. (2) Given the reactants [NH2:1][C:2]1[CH:3]=[C:4]([CH:8]([NH:15][C:16](=[O:26])[CH:17]([C:19]2[CH:24]=[CH:23][C:22]([Cl:25])=[CH:21][CH:20]=2)[Cl:18])[CH2:9][C:10]([O:12][CH2:13][CH3:14])=[O:11])[CH:5]=[CH:6][CH:7]=1.[N+:27]([C:30]1[CH:31]=[C:32]([S:36](Cl)(=[O:38])=[O:37])[CH:33]=[CH:34][CH:35]=1)([O-:29])=[O:28], predict the reaction product. The product is: [Cl:18][CH:17]([C:19]1[CH:20]=[CH:21][C:22]([Cl:25])=[CH:23][CH:24]=1)[C:16]([NH:15][CH:8]([C:4]1[CH:5]=[CH:6][CH:7]=[C:2]([NH:1][S:36]([C:32]2[CH:33]=[CH:34][CH:35]=[C:30]([N+:27]([O-:29])=[O:28])[CH:31]=2)(=[O:37])=[O:38])[CH:3]=1)[CH2:9][C:10]([O:12][CH2:13][CH3:14])=[O:11])=[O:26]. (3) The product is: [NH:7]1[CH:3]=[C:4]([CH2:8][N:9]2[CH:13]=[C:12]([C:14]([OH:16])=[O:15])[N:11]=[N:10]2)[N:5]=[N:6]1. Given the reactants C[Si](C)(C)[C:3]1[NH:7][N:6]=[N:5][C:4]=1[CH2:8][N:9]1[CH:13]=[C:12]([C:14]([O:16]C)=[O:15])[N:11]=[N:10]1.O1CCCC1.[OH-].[Li+].Cl, predict the reaction product. (4) Given the reactants [C]=O.Cl[C:4]1[CH:5]=[C:6]([S:25]([CH2:28][CH3:29])(=[O:27])=[O:26])[C:7]([C:10]([N:12]([CH3:24])[C:13]2[CH:18]=[CH:17][C:16]([S:19][C:20]([F:23])([F:22])[F:21])=[CH:15][CH:14]=2)=[O:11])=[N:8][CH:9]=1.[C:30]([O-:33])(=[O:32])C.[Na+].[CH2:35](O)[CH3:36], predict the reaction product. The product is: [CH2:28]([S:25]([C:6]1[C:7]([C:10](=[O:11])[N:12]([CH3:24])[C:13]2[CH:18]=[CH:17][C:16]([S:19][C:20]([F:23])([F:21])[F:22])=[CH:15][CH:14]=2)=[N:8][CH:9]=[C:4]([CH:5]=1)[C:30]([O:33][CH2:35][CH3:36])=[O:32])(=[O:26])=[O:27])[CH3:29]. (5) The product is: [Cl:1][C:2]1[C:19]([F:20])=[CH:18][CH:17]=[C:16]([F:21])[C:3]=1[CH2:4][N:5]1[CH2:10][CH2:9][NH:8][C:7]2[N:11]=[CH:12][C:13]([C:28]3[CH:27]=[CH:26][N:25]=[C:24]([N:38]4[CH2:43][CH2:42][O:41][CH2:40][CH2:39]4)[C:23]=3[F:22])=[CH:14][C:6]1=2. Given the reactants [Cl:1][C:2]1[C:19]([F:20])=[CH:18][CH:17]=[C:16]([F:21])[C:3]=1[CH2:4][N:5]1[CH2:10][CH2:9][NH:8][C:7]2[N:11]=[CH:12][C:13](I)=[CH:14][C:6]1=2.[F:22][C:23]1[C:24]([N:38]2[CH2:43][CH2:42][O:41][CH2:40][CH2:39]2)=[N:25][CH:26]=[CH:27][C:28]=1B1OC(C)(C)C(C)(C)O1, predict the reaction product. (6) Given the reactants [CH2:1]([O:3][C:4](=[O:29])[CH2:5][C:6]1[CH:11]=[CH:10][C:9]([O:12][CH3:13])=[C:8]([O:14][C:15]2[CH:20]=[CH:19][C:18]([NH2:21])=[CH:17][C:16]=2[CH2:22][N:23]2[CH2:27][CH2:26][O:25][C:24]2=[O:28])[CH:7]=1)[CH3:2].[O:30]([CH2:37][C:38](Cl)=[O:39])[C:31]1[CH:36]=[CH:35][CH:34]=[CH:33][CH:32]=1, predict the reaction product. The product is: [CH2:1]([O:3][C:4](=[O:29])[CH2:5][C:6]1[CH:11]=[CH:10][C:9]([O:12][CH3:13])=[C:8]([O:14][C:15]2[CH:20]=[CH:19][C:18]([NH:21][C:38](=[O:39])[CH2:37][O:30][C:31]3[CH:36]=[CH:35][CH:34]=[CH:33][CH:32]=3)=[CH:17][C:16]=2[CH2:22][N:23]2[CH2:27][CH2:26][O:25][C:24]2=[O:28])[CH:7]=1)[CH3:2]. (7) The product is: [C:12]1([C:18]2[CH:19]=[C:20]([CH:21]=[CH:22][CH:23]=2)[O:24][CH2:26][C:27]([O:29][CH2:30][CH3:31])=[O:28])[CH2:17][CH2:16][CH2:15][CH2:14][CH:13]=1. Given the reactants C(=O)([O-])[O-].[K+].[K+].CN(C=O)C.[C:12]1([C:18]2[CH:19]=[C:20]([OH:24])[CH:21]=[CH:22][CH:23]=2)[CH2:17][CH2:16][CH2:15][CH2:14][CH:13]=1.Br[CH2:26][C:27]([O:29][CH2:30][CH3:31])=[O:28], predict the reaction product. (8) Given the reactants [Cl:1][C:2]1[C:11]2[C:6](=[CH:7][CH:8]=[C:9]([Cl:12])[CH:10]=2)[C:5]([OH:13])=[CH:4][N:3]=1.[Si](C=[N+]=[N-])(C)(C)[CH3:15], predict the reaction product. The product is: [Cl:1][C:2]1[C:11]2[C:6](=[CH:7][CH:8]=[C:9]([Cl:12])[CH:10]=2)[C:5]([O:13][CH3:15])=[CH:4][N:3]=1. (9) Given the reactants [CH2:1]([O:4][CH2:5][CH:6]1[CH2:11][CH2:10][CH2:9][N:8](C(OC(C)(C)C)=O)[CH2:7]1)[CH:2]=[CH2:3].[ClH:19], predict the reaction product. The product is: [ClH:19].[CH2:1]([O:4][CH2:5][CH:6]1[CH2:11][CH2:10][CH2:9][NH:8][CH2:7]1)[CH:2]=[CH2:3].